From a dataset of Full USPTO retrosynthesis dataset with 1.9M reactions from patents (1976-2016). Predict the reactants needed to synthesize the given product. (1) Given the product [CH3:13][C:14]1[S:15][CH:16]=[C:17]([CH2:19][O:1][CH2:2][P:3]([O:7][CH2:8][CH3:9])([O:4][CH2:5][CH3:6])=[O:10])[N:18]=1, predict the reactants needed to synthesize it. The reactants are: [OH:1][CH2:2][P:3](=[O:10])([O:7][CH2:8][CH3:9])[O:4][CH2:5][CH3:6].[H-].[Na+].[CH3:13][C:14]1[S:15][CH:16]=[C:17]([CH2:19]Cl)[N:18]=1. (2) Given the product [C:13]1([C@@H:11]([NH2:8])[CH3:12])[CH:28]=[CH:29][CH:24]=[CH:25][CH:26]=1.[CH2:29]([C@@H:28]1[CH2:27][C@H:26]1[O:3][C:1]([NH:14][C@@H:15]([C:16]([CH3:19])([CH3:18])[CH3:17])[C:20]([OH:22])=[O:21])=[O:4])[CH:24]=[CH2:30], predict the reactants needed to synthesize it. The reactants are: [C:1](=[O:4])([O-:3])[O-].C([N:8]([CH:11]([CH3:13])[CH3:12])CC)(C)C.[NH2:14][C@H:15]([C:20]([OH:22])=[O:21])[C:16]([CH3:19])([CH3:18])[CH3:17].Cl.[C:24]1([CH3:30])[CH:29]=[CH:28][CH:27]=[CH:26][CH:25]=1. (3) The reactants are: C(O[C:6]([N:8](C)[O:9][C:10](=[O:16])[CH2:11][CH2:12][C:13]([OH:15])=[O:14])=O)(C)(C)C.Cl. Given the product [CH3:6][NH:8][O:9][C:10](=[O:16])[CH2:11][CH2:12][C:13]([OH:15])=[O:14], predict the reactants needed to synthesize it. (4) Given the product [CH:16]([C:14]1[CH:15]=[C:10]([CH:4]([CH2:5][C:6]([OH:8])=[O:7])[C:3]([OH:28])=[O:2])[CH:11]=[C:12]([C:19]2[CH:24]=[CH:23][CH:22]=[C:21]([N+:25]([O-:27])=[O:26])[CH:20]=2)[C:13]=1[OH:18])=[O:17], predict the reactants needed to synthesize it. The reactants are: C[O:2][C:3](=[O:28])[CH:4]([C:10]1[CH:11]=[C:12]([C:19]2[CH:24]=[CH:23][CH:22]=[C:21]([N+:25]([O-:27])=[O:26])[CH:20]=2)[C:13]([OH:18])=[C:14]([CH:16]=[O:17])[CH:15]=1)[CH2:5][C:6]([O:8]C)=[O:7].Cl. (5) Given the product [CH2:1]([C:3]1[N:7]([C:8]2[N:9]=[C:10]([N:17]3[CH2:18][CH2:19][O:20][CH2:21][CH2:22]3)[C:11]3[N:16]=[C:15]([I:40])[S:14][C:12]=3[N:13]=2)[C:6]2[CH:23]=[CH:24][CH:25]=[CH:26][C:5]=2[N:4]=1)[CH3:2], predict the reactants needed to synthesize it. The reactants are: [CH2:1]([C:3]1[N:7]([C:8]2[N:9]=[C:10]([N:17]3[CH2:22][CH2:21][O:20][CH2:19][CH2:18]3)[C:11]3[N:16]=[CH:15][S:14][C:12]=3[N:13]=2)[C:6]2[CH:23]=[CH:24][CH:25]=[CH:26][C:5]=2[N:4]=1)[CH3:2].[Li+].C[Si]([N-][Si](C)(C)C)(C)C.ClCC[I:40]. (6) Given the product [OH:29][CH2:28][CH2:27][NH:26][S:25]([N:20]1[CH2:19][CH2:18][N:17]([C:16]2[C:11]3[CH:10]=[CH:9][NH:8][C:12]=3[N:13]=[CH:14][N:15]=2)[CH2:24][C:21]21[CH2:23][CH2:22]2)(=[O:37])=[O:36], predict the reactants needed to synthesize it. The reactants are: C(OC([N:8]1[C:12]2[N:13]=[CH:14][N:15]=[C:16]([N:17]3[CH2:24][C:21]4([CH2:23][CH2:22]4)[N:20]([S:25](=[O:37])(=[O:36])[NH:26][CH2:27][CH2:28][O:29]C4CCCCO4)[CH2:19][CH2:18]3)[C:11]=2[CH:10]=[CH:9]1)=O)(C)(C)C.C(O)(C(F)(F)F)=O. (7) Given the product [CH3:1][O:2][C:3]1[CH:4]=[CH:5][C:6]([O:9][CH2:21][O:22][CH3:23])=[CH:7][N:8]=1, predict the reactants needed to synthesize it. The reactants are: [CH3:1][O:2][C:3]1[N:8]=[CH:7][C:6]([OH:9])=[CH:5][CH:4]=1.CN(C=O)C.CC(C)([O-])C.[K+].[CH3:21][O:22][CH:23](Cl)Cl.